Dataset: Full USPTO retrosynthesis dataset with 1.9M reactions from patents (1976-2016). Task: Predict the reactants needed to synthesize the given product. (1) The reactants are: [NH2:1][C:2]1[N:7]([CH2:8][CH3:9])[C:6](=[O:10])[N:5]([CH2:11][CH2:12][CH3:13])[C:4](=[O:14])[CH:3]=1.[N:15]([O-])=[O:16].[Na+]. Given the product [NH2:1][C:2]1[N:7]([CH2:8][CH3:9])[C:6](=[O:10])[N:5]([CH2:11][CH2:12][CH3:13])[C:4](=[O:14])[C:3]=1[N:15]=[O:16], predict the reactants needed to synthesize it. (2) Given the product [Cl:23][CH2:24][C:25]1[NH:26][C:4](=[O:18])[C:5]2[C:6](=[CH:7][C:8]([O:14][CH2:15][CH3:16])=[C:9]([O:11][CH2:12][CH3:13])[CH:10]=2)[N:17]=1, predict the reactants needed to synthesize it. The reactants are: C(O[C:4](=[O:18])[C:5]1[CH:10]=[C:9]([O:11][CH2:12][CH3:13])[C:8]([O:14][CH2:15][CH3:16])=[CH:7][C:6]=1[NH2:17])C.Cl.O.[OH-].[NH4+].[Cl:23][CH2:24][C:25]#[N:26]. (3) The reactants are: [Cl:1][C:2]1[N:6]2[N:7]=[C:8]([CH3:27])[C:9]([CH2:18][C:19](=[O:26])[CH2:20][C:21]([O:23][CH2:24][CH3:25])=[O:22])=[C:10]([C:11]3[CH:16]=[CH:15][C:14]([F:17])=[CH:13][CH:12]=3)[C:5]2=[CH:4][CH:3]=1.[BH4-].[Na+]. Given the product [Cl:1][C:2]1[N:6]2[N:7]=[C:8]([CH3:27])[C:9]([CH2:18][CH:19]([OH:26])[CH2:20][C:21]([O:23][CH2:24][CH3:25])=[O:22])=[C:10]([C:11]3[CH:12]=[CH:13][C:14]([F:17])=[CH:15][CH:16]=3)[C:5]2=[CH:4][CH:3]=1, predict the reactants needed to synthesize it. (4) Given the product [Cl:9][CH:5]([CH3:6])[CH2:4][CH2:3][CH2:2][C:1]([OH:8])=[O:7], predict the reactants needed to synthesize it. The reactants are: [C:1]([OH:8])(=[O:7])[CH2:2][CH2:3][CH2:4][CH2:5][CH3:6].[Cl:9]N(C(C)C)C(C)C.S(=O)(=O)(O)O. (5) Given the product [CH3:1][O:2][C:3]1[CH:8]=[CH:7][C:6]([S:11]([OH:13])(=[O:12])=[O:10])=[C:5]([CH3:9])[CH:4]=1, predict the reactants needed to synthesize it. The reactants are: [CH3:1][O:2][C:3]1[CH:8]=[CH:7][CH:6]=[C:5]([CH3:9])[CH:4]=1.[OH:10][S:11](O)(=[O:13])=[O:12]. (6) Given the product [CH:3]1([C:6]2[CH:11]=[C:10]([CH2:12][N:13]3[CH2:16][C:15]4([CH2:20][C:19]([N:21]5[CH2:26][CH2:25][C:24]([CH3:32])([C:27]([OH:29])=[O:28])[CH2:23][CH2:22]5)=[N:18][O:17]4)[CH2:14]3)[CH:9]=[C:8]([O:33][CH2:34][CH3:35])[C:7]=2[C:36]2[CH:41]=[CH:40][C:39]([F:42])=[CH:38][CH:37]=2)[CH2:4][CH2:5]1, predict the reactants needed to synthesize it. The reactants are: [OH-].[Na+].[CH:3]1([C:6]2[CH:11]=[C:10]([CH2:12][N:13]3[CH2:16][C:15]4([CH2:20][C:19]([N:21]5[CH2:26][CH2:25][C:24]([CH3:32])([C:27]([O:29]CC)=[O:28])[CH2:23][CH2:22]5)=[N:18][O:17]4)[CH2:14]3)[CH:9]=[C:8]([O:33][CH2:34][CH3:35])[C:7]=2[C:36]2[CH:41]=[CH:40][C:39]([F:42])=[CH:38][CH:37]=2)[CH2:5][CH2:4]1.Cl. (7) Given the product [Br:1][C:2]1[CH:19]=[C:18]([N+:20]([O-:22])=[O:21])[CH:17]=[C:16]([Br:23])[C:3]=1[O:4][C:5]1[CH:10]=[CH:9][C:8]([OH:11])=[C:7]([CH:13]([CH3:15])[CH3:14])[CH:6]=1, predict the reactants needed to synthesize it. The reactants are: [Br:1][C:2]1[CH:19]=[C:18]([N+:20]([O-:22])=[O:21])[CH:17]=[C:16]([Br:23])[C:3]=1[O:4][C:5]1[CH:10]=[CH:9][C:8]([O:11]C)=[C:7]([CH:13]([CH3:15])[CH3:14])[CH:6]=1.B(Br)(Br)Br. (8) Given the product [F:45][C:44]([F:47])([F:46])[C:42]([OH:48])=[O:43].[NH2:18][C:19]1[N:27]=[C:26]([Cl:28])[N:25]=[C:24]2[C:20]=1[N:21]=[CH:22][N:23]2[C@@H:29]1[CH2:33][C@H:32]([N:34]2[CH:38]=[C:37]([CH3:39])[CH:36]=[N:35]2)[C@@H:31]([OH:40])[C@H:30]1[OH:41], predict the reactants needed to synthesize it. The reactants are: COC1C=CC(C([NH:18][C:19]2[N:27]=[C:26]([Cl:28])[N:25]=[C:24]3[C:20]=2[N:21]=[CH:22][N:23]3[C@@H:29]2[CH2:33][C@H:32]([N:34]3[CH:38]=[C:37]([CH3:39])[CH:36]=[N:35]3)[C@@H:31]([OH:40])[C@H:30]2[OH:41])C2C=CC(OC)=CC=2)=CC=1.[C:42]([OH:48])([C:44]([F:47])([F:46])[F:45])=[O:43]. (9) Given the product [NH2:4][C:3]1[CH:5]=[CH:6][C:7]([O:9][C:10]([F:13])([F:12])[F:11])=[CH:8][C:2]=1/[CH:45]=[CH:44]/[C:43]([O:47][CH2:48][CH3:49])=[O:46], predict the reactants needed to synthesize it. The reactants are: Br[C:2]1[CH:8]=[C:7]([O:9][C:10]([F:13])([F:12])[F:11])[CH:6]=[CH:5][C:3]=1[NH2:4].C(N(CC)CC)C.CC1C=CC=CC=1P(C1C=CC=CC=1C)C1C=CC=CC=1C.[C:43]([O:47][CH2:48][CH3:49])(=[O:46])[CH:44]=[CH2:45]. (10) Given the product [NH2:1][C:4]1[CH:5]=[C:6]2[C:10](=[CH:11][CH:12]=1)[NH:9][C:8]([CH:13]([CH3:19])[C:14]([O:16][CH2:17][CH3:18])=[O:15])=[CH:7]2, predict the reactants needed to synthesize it. The reactants are: [N+:1]([C:4]1[CH:5]=[C:6]2[C:10](=[CH:11][CH:12]=1)[NH:9][C:8]([CH:13]([CH3:19])[C:14]([O:16][CH2:17][CH3:18])=[O:15])=[CH:7]2)([O-])=O.O.O.[Sn](Cl)(Cl)(Cl)Cl.